From a dataset of Forward reaction prediction with 1.9M reactions from USPTO patents (1976-2016). Predict the product of the given reaction. Given the reactants [CH3:1][N:2]([CH2:4][C:5]1[N:6]([C:10]2[CH:11]=[C:12]([NH:20]C(=O)C3C=CC(C)=C(C#C[Si](C)(C)C)C=3)[CH:13]=[C:14]([C:16]([F:19])([F:18])[F:17])[CH:15]=2)[CH:7]=[CH:8][N:9]=1)[CH3:3].CN(CC1N(C2C=C(NC(=O)C3C=CC(C)=C(I)C=3)C=C(C(F)(F)F)C=2)C=CN=1)C.N#N.C(N(CC)C(C)C)(C)C.C[Si](C#C)(C)C, predict the reaction product. The product is: [CH3:3][N:2]([CH2:4][C:5]1[N:6]([C:10]2[CH:11]=[C:12]([CH:13]=[C:14]([C:16]([F:19])([F:17])[F:18])[CH:15]=2)[NH2:20])[CH:7]=[CH:8][N:9]=1)[CH3:1].